From a dataset of Forward reaction prediction with 1.9M reactions from USPTO patents (1976-2016). Predict the product of the given reaction. (1) Given the reactants [O:1]1[C:5]([C:6]2[C:7]3[N:8]([C:16]([C:19]([O:21]CC)=[O:20])=[CH:17][N:18]=3)[CH:9]=[C:10]([C:12]([F:15])([F:14])[F:13])[CH:11]=2)=[CH:4][N:3]=[CH:2]1.C1COCC1.[OH-].[Na+].Cl, predict the reaction product. The product is: [O:1]1[C:5]([C:6]2[C:7]3[N:8]([C:16]([C:19]([OH:21])=[O:20])=[CH:17][N:18]=3)[CH:9]=[C:10]([C:12]([F:15])([F:14])[F:13])[CH:11]=2)=[CH:4][N:3]=[CH:2]1. (2) Given the reactants C(OC([N:8]1[CH2:13][CH2:12][CH:11]([CH2:14][N:15]2[CH:19]=[CH:18][CH:17]=[N:16]2)[CH2:10][CH2:9]1)=O)(C)(C)C.[ClH:20], predict the reaction product. The product is: [ClH:20].[N:15]1([CH2:14][CH:11]2[CH2:10][CH2:9][NH:8][CH2:13][CH2:12]2)[CH:19]=[CH:18][CH:17]=[N:16]1.